Task: Predict the reactants needed to synthesize the given product.. Dataset: Full USPTO retrosynthesis dataset with 1.9M reactions from patents (1976-2016) (1) Given the product [NH:10]1[CH2:9][CH:8]([C:4]2[CH:3]=[C:2]([CH3:1])[CH:7]=[CH:6][N:5]=2)[CH2:11]1, predict the reactants needed to synthesize it. The reactants are: [CH3:1][C:2]1[CH:7]=[CH:6][N:5]=[C:4]([CH:8]2[CH2:11][N:10](C(OC(C)(C)C)=O)[CH2:9]2)[CH:3]=1.FC(F)(F)C(O)=O. (2) Given the product [F:23][C:24]1[CH:25]=[C:26]([CH:27]=[C:28]([N+:30]([O-:32])=[O:31])[CH:29]=1)[O:1][C:2]1[CH:3]=[CH:4][C:5]([NH:8][C:9](=[O:11])[CH3:10])=[CH:6][CH:7]=1, predict the reactants needed to synthesize it. The reactants are: [OH:1][C:2]1[CH:7]=[CH:6][C:5]([NH:8][C:9](=[O:11])[CH3:10])=[CH:4][CH:3]=1.CC([O-])(C)C.[K+].C1COCC1.[F:23][C:24]1[CH:29]=[C:28]([N+:30]([O-:32])=[O:31])[CH:27]=[C:26](F)[CH:25]=1. (3) Given the product [NH2:1][C:2]1[N:10]=[CH:9][N:8]=[C:7]2[C:3]=1[N:4]=[C:5]([S:35][C:36]1[C:44]([Br:45])=[CH:43][C:39]3[O:40][CH2:41][O:42][C:38]=3[CH:37]=1)[N:6]2[C:11]1[CH:12]=[CH:13][C:14]([CH2:15][C@@H:16]([C:25]([O:27][CH:28]2[CH2:32][CH2:31][CH2:30][CH2:29]2)=[O:26])[NH2:17])=[CH:33][CH:34]=1, predict the reactants needed to synthesize it. The reactants are: [NH2:1][C:2]1[N:10]=[CH:9][N:8]=[C:7]2[C:3]=1[N:4]=[C:5]([S:35][C:36]1[C:44]([Br:45])=[CH:43][C:39]3[O:40][CH2:41][O:42][C:38]=3[CH:37]=1)[N:6]2[C:11]1[CH:34]=[CH:33][C:14]([CH2:15][C@@H:16]([C:25]([O:27][CH:28]2[CH2:32][CH2:31][CH2:30][CH2:29]2)=[O:26])[NH:17]C(OC(C)(C)C)=O)=[CH:13][CH:12]=1.C(O)(C(F)(F)F)=O.CO.C(Cl)Cl.